This data is from NCI-60 drug combinations with 297,098 pairs across 59 cell lines. The task is: Regression. Given two drug SMILES strings and cell line genomic features, predict the synergy score measuring deviation from expected non-interaction effect. (1) Drug 1: C1=NNC2=C1C(=O)NC=N2. Drug 2: CC12CCC3C(C1CCC2OP(=O)(O)O)CCC4=C3C=CC(=C4)OC(=O)N(CCCl)CCCl.[Na+]. Cell line: ACHN. Synergy scores: CSS=1.25, Synergy_ZIP=-1.41, Synergy_Bliss=-2.09, Synergy_Loewe=-3.32, Synergy_HSA=-2.03. (2) Drug 1: CN(C)C1=NC(=NC(=N1)N(C)C)N(C)C. Drug 2: C1=CN(C=N1)CC(O)(P(=O)(O)O)P(=O)(O)O. Cell line: UACC62. Synergy scores: CSS=-0.283, Synergy_ZIP=-0.0744, Synergy_Bliss=-1.22, Synergy_Loewe=-2.88, Synergy_HSA=-1.97. (3) Drug 1: CC1OCC2C(O1)C(C(C(O2)OC3C4COC(=O)C4C(C5=CC6=C(C=C35)OCO6)C7=CC(=C(C(=C7)OC)O)OC)O)O. Drug 2: CN(C)N=NC1=C(NC=N1)C(=O)N. Cell line: HCC-2998. Synergy scores: CSS=20.0, Synergy_ZIP=-6.80, Synergy_Bliss=-0.904, Synergy_Loewe=-9.88, Synergy_HSA=-0.831. (4) Drug 1: C1CN(CCN1C(=O)CCBr)C(=O)CCBr. Drug 2: CC(C)NC(=O)C1=CC=C(C=C1)CNNC.Cl. Cell line: SN12C. Synergy scores: CSS=20.6, Synergy_ZIP=-4.97, Synergy_Bliss=-2.62, Synergy_Loewe=-3.98, Synergy_HSA=-4.38.